This data is from Reaction yield outcomes from USPTO patents with 853,638 reactions. The task is: Predict the reaction yield, written as a fraction of the theoretical maximum amount of product (1.0 means a 100% yield; for example, 0.34 means a 34% yield). (1) The reactants are [NH2:1][C:2]1[C:3]([C:9]([OH:11])=[O:10])=[N:4][C:5](Br)=[CH:6][CH:7]=1.[F:12][C:13]1[CH:18]=[CH:17][C:16]([O:19][CH2:20][CH2:21][CH3:22])=[CH:15][C:14]=1B(O)O. The catalyst is C1C=CC(P(C2C=CC=CC=2)[C-]2C=CC=C2)=CC=1.C1C=CC(P(C2C=CC=CC=2)[C-]2C=CC=C2)=CC=1.Cl[Pd]Cl.[Fe+2].C(Cl)Cl. The product is [NH2:1][C:2]1[C:3]([C:9]([OH:11])=[O:10])=[N:4][C:5]([C:18]2[CH:17]=[C:16]([O:19][CH2:20][CH2:21][CH3:22])[CH:15]=[CH:14][C:13]=2[F:12])=[CH:6][CH:7]=1. The yield is 0.750. (2) The reactants are [NH2:1][C:2]1[CH:3]=[C:4]([C:21]([Cl:25])=[CH:22][C:23]=1[F:24])[O:5][C:6]1[CH:7]=[CH:8][C:9]2[N:10]([CH:12]=[C:13]([NH:15][C:16]([CH:18]3[CH2:20][CH2:19]3)=[O:17])[N:14]=2)[N:11]=1.[F:26][C:27]([F:38])([F:37])[C:28]1[CH:29]=[C:30]([CH:34]=[CH:35][CH:36]=1)[C:31](O)=[O:32].ON1C2C=CC=CC=2N=N1.Cl.C(N=C=NCCCN(C)C)C. The catalyst is CN(C)C=O. The product is [Cl:25][C:21]1[C:4]([O:5][C:6]2[CH:7]=[CH:8][C:9]3[N:10]([CH:12]=[C:13]([NH:15][C:16]([CH:18]4[CH2:19][CH2:20]4)=[O:17])[N:14]=3)[N:11]=2)=[CH:3][C:2]([NH:1][C:31](=[O:32])[C:30]2[CH:34]=[CH:35][CH:36]=[C:28]([C:27]([F:26])([F:37])[F:38])[CH:29]=2)=[C:23]([F:24])[CH:22]=1. The yield is 0.200.